Dataset: Full USPTO retrosynthesis dataset with 1.9M reactions from patents (1976-2016). Task: Predict the reactants needed to synthesize the given product. (1) The reactants are: [C:1]([NH:11][C:12]1[CH:17]=[CH:16][C:15]([N:18]2[CH2:23][CH2:22][O:21][CH2:20][CH2:19]2)=[C:14]([F:24])[CH:13]=1)([O:3][CH2:4][C:5]1C=CC=CC=1)=[O:2].C([Li])(C)(C)C.ClC[C@@H](O)[CH2:33][N:34]([CH2:42][C:43]1[CH:48]=[CH:47][CH:46]=[CH:45][CH:44]=1)[CH2:35][C:36]1[CH:41]=[CH:40][CH:39]=[CH:38][CH:37]=1.[Cl-].[NH4+]. Given the product [CH2:42]([N:34]([CH2:33][C@@H:4]1[O:3][C:1](=[O:2])[N:11]([C:12]2[CH:17]=[CH:16][C:15]([N:18]3[CH2:19][CH2:20][O:21][CH2:22][CH2:23]3)=[C:14]([F:24])[CH:13]=2)[CH2:5]1)[CH2:35][C:36]1[CH:41]=[CH:40][CH:39]=[CH:38][CH:37]=1)[C:43]1[CH:48]=[CH:47][CH:46]=[CH:45][CH:44]=1, predict the reactants needed to synthesize it. (2) The reactants are: [C:1]([C:3]([C:6]1[CH:7]=[C:8]([CH:12]=[CH:13][CH:14]=1)[C:9](Cl)=[O:10])([CH3:5])[CH3:4])#[N:2].[NH2:15][C:16]1[CH:17]=[CH:18][C:19]([CH3:38])=[C:20]([CH:37]=1)[O:21][C:22]1[CH:23]=[CH:24][C:25]2[N:26]([N:28]=[C:29]([NH:31][C:32]([CH:34]3[CH2:36][CH2:35]3)=[O:33])[N:30]=2)[CH:27]=1. Given the product [C:1]([C:3]([C:6]1[CH:7]=[C:8]([CH:12]=[CH:13][CH:14]=1)[C:9]([NH:15][C:16]1[CH:17]=[CH:18][C:19]([CH3:38])=[C:20]([O:21][C:22]2[CH:23]=[CH:24][C:25]3[N:26]([N:28]=[C:29]([NH:31][C:32]([CH:34]4[CH2:36][CH2:35]4)=[O:33])[N:30]=3)[CH:27]=2)[CH:37]=1)=[O:10])([CH3:5])[CH3:4])#[N:2], predict the reactants needed to synthesize it. (3) Given the product [F:1][C:2]1[CH:3]=[CH:4][C:5]([CH2:6][C@@H:7]2[CH2:12][C@@H:11]([C:13]3[O:17][NH:16][C:15](=[O:18])[CH:14]=3)[CH2:10][CH2:9][N:8]2[C:19]([O:21][CH3:22])=[O:20])=[CH:23][CH:24]=1, predict the reactants needed to synthesize it. The reactants are: [F:1][C:2]1[CH:24]=[CH:23][C:5]([CH2:6][C@H:7]2[CH2:12][C@H:11]([C:13]3[O:17][NH:16][C:15](=[O:18])[CH:14]=3)[CH2:10][CH2:9][N:8]2[C:19]([O:21][CH3:22])=[O:20])=[CH:4][CH:3]=1.CCO.C(#N)C. (4) Given the product [CH3:12][O:11][C:9](=[O:10])[CH2:8][C:7]1[C:2]([O:16][CH3:15])=[N:3][CH:4]=[N:5][CH:6]=1, predict the reactants needed to synthesize it. The reactants are: Cl[C:2]1[C:7]([CH2:8][C:9]([O:11][CH2:12]C)=[O:10])=[CH:6][N:5]=[CH:4][N:3]=1.[Na].[CH3:15][OH:16]. (5) Given the product [N:20]1([C:2]2[C:7]([O:8][CH2:9][CH:10]3[O:15][C:14]4[CH:16]=[CH:17][CH:18]=[CH:19][C:13]=4[O:12][CH2:11]3)=[N:6][CH:5]=[CH:4][N:3]=2)[CH2:26][CH2:25][CH2:24][NH:23][CH2:22][CH2:21]1, predict the reactants needed to synthesize it. The reactants are: Cl[C:2]1[C:7]([O:8][CH2:9][CH:10]2[O:15][C:14]3[CH:16]=[CH:17][CH:18]=[CH:19][C:13]=3[O:12][CH2:11]2)=[N:6][CH:5]=[CH:4][N:3]=1.[NH:20]1[CH2:26][CH2:25][CH2:24][NH:23][CH2:22][CH2:21]1.